This data is from Experimentally validated miRNA-target interactions with 360,000+ pairs, plus equal number of negative samples. The task is: Binary Classification. Given a miRNA mature sequence and a target amino acid sequence, predict their likelihood of interaction. (1) The miRNA is hsa-let-7d-5p with sequence AGAGGUAGUAGGUUGCAUAGUU. The protein sequence of the target gene is MAQGQRKFQAHKPAKSKTAAAASEKNRGPRKGGRVIAPKKARVVQQQKLKKNLEVGIRKKIEHDVVMKASSSLPKKLALLKAPAKKKGAAAATSSKTPS. Result: 1 (interaction). (2) The miRNA is mmu-miR-674-5p with sequence GCACUGAGAUGGGAGUGGUGUA. The protein sequence of the target gene is MAVRGEAAQDLAKPGLGGASPARVARGNHRHRGESSPSPRGSGCCWRALALQPLRRSPQLSSALCAGSLSVLLALLVRLVGGEVGGELEKSQEAAAEEEEEEGARGGVFPGPRGGAPGGGAQLSPWLQPAALLFSLLCAFFWMGLCLLRAGVRLPLAVALLAACCAGEALVQLSLGVGDGRLLSLPAAGVLLSCLGGATWLVLRLRLGVLMVAWTSVLRTVALVSLERFKVAWRPYLAYLAAVLGLLLARYAEQILPQCSGPAPPRERFGSQLSARTKEEIPGWKRRRRSSSVVAGEMSG.... Result: 0 (no interaction).